From a dataset of Forward reaction prediction with 1.9M reactions from USPTO patents (1976-2016). Predict the product of the given reaction. (1) Given the reactants [N:1]1[CH:6]=[CH:5][N:4]=[CH:3][C:2]=1[C:7]1[N:12]=[CH:11][C:10]2[CH:13]=[N:14][N:15]([C:16]3[N:21]=[C:20]([N:22]4[CH2:27][CH2:26][N:25](C(OC(C)(C)C)=O)[CH2:24][CH2:23]4)[CH:19]=[CH:18][CH:17]=3)[C:9]=2[CH:8]=1, predict the reaction product. The product is: [N:22]1([C:20]2[N:21]=[C:16]([N:15]3[C:9]4[CH:8]=[C:7]([C:2]5[CH:3]=[N:4][CH:5]=[CH:6][N:1]=5)[N:12]=[CH:11][C:10]=4[CH:13]=[N:14]3)[CH:17]=[CH:18][CH:19]=2)[CH2:23][CH2:24][NH:25][CH2:26][CH2:27]1. (2) Given the reactants [F:1][C:2]1[C:3]2[N:4]([CH:12]=[CH:13][N:14]=2)[CH:5]=[CH:6][C:7]=1[C:8]([OH:11])([CH3:10])[CH3:9].Br[C:16]1[CH:17]=[CH:18][C:19]([F:31])=[C:20]([C:22]2[CH:27]=[CH:26][C:25]([C:28]#[N:29])=[C:24]([Cl:30])[CH:23]=2)[CH:21]=1, predict the reaction product. The product is: [Cl:30][C:24]1[CH:23]=[C:22]([C:20]2[CH:21]=[C:16]([C:12]3[N:4]4[CH:5]=[CH:6][C:7]([C:8]([OH:11])([CH3:10])[CH3:9])=[C:2]([F:1])[C:3]4=[N:14][CH:13]=3)[CH:17]=[CH:18][C:19]=2[F:31])[CH:27]=[CH:26][C:25]=1[C:28]#[N:29]. (3) Given the reactants Br[C:2]1[CH:3]=[C:4]2[C:9](=[CH:10][CH:11]=1)[N:8]=[C:7]([NH:12][C:13]([C:15]1[CH:19]=[C:18]([CH3:20])[N:17]([C:21]3[CH:26]=[CH:25][CH:24]=[CH:23][CH:22]=3)[C:16]=1[CH3:27])=[O:14])[CH:6]=[CH:5]2.[B-](F)(F)(F)[CH2:29][N:30]1[CH2:35][CH2:34][O:33][CH2:32][CH2:31]1.[K+].C1(P(C2CCCCC2)C2C=CC=CC=2C2C(C(C)C)=CC(C(C)C)=CC=2C(C)C)CCCCC1.C(=O)([O-])[O-].[Cs+].[Cs+], predict the reaction product. The product is: [CH3:20][C:18]1[N:17]([C:21]2[CH:22]=[CH:23][CH:24]=[CH:25][CH:26]=2)[C:16]([CH3:27])=[C:15]([C:13]([NH:12][C:7]2[CH:6]=[CH:5][C:4]3[CH:3]=[C:2]([CH2:29][N:30]4[CH2:35][CH2:34][O:33][CH2:32][CH2:31]4)[CH:11]=[CH:10][C:9]=3[N:8]=2)=[O:14])[CH:19]=1. (4) Given the reactants [F:1][C:2]([F:15])([F:14])[O:3][C:4]1[CH:9]=[CH:8][C:7]([S:10](Cl)(=[O:12])=[O:11])=[CH:6][CH:5]=1.[CH3:16][C@H:17]1[CH2:22][NH:21][CH2:20][CH2:19][N:18]1C(OC(C)(C)C)=O.CCN(C(C)C)C(C)C, predict the reaction product. The product is: [CH3:16][C@@H:17]1[NH:18][CH2:19][CH2:20][N:21]([S:10]([C:7]2[CH:8]=[CH:9][C:4]([O:3][C:2]([F:15])([F:14])[F:1])=[CH:5][CH:6]=2)(=[O:12])=[O:11])[CH2:22]1.